Regression. Given two drug SMILES strings and cell line genomic features, predict the synergy score measuring deviation from expected non-interaction effect. From a dataset of NCI-60 drug combinations with 297,098 pairs across 59 cell lines. (1) Drug 1: C1=CC(=C2C(=C1NCCNCCO)C(=O)C3=C(C=CC(=C3C2=O)O)O)NCCNCCO. Drug 2: CN(C)C1=NC(=NC(=N1)N(C)C)N(C)C. Cell line: SK-MEL-5. Synergy scores: CSS=21.2, Synergy_ZIP=3.40, Synergy_Bliss=6.05, Synergy_Loewe=-18.2, Synergy_HSA=1.64. (2) Drug 1: CC(C1=C(C=CC(=C1Cl)F)Cl)OC2=C(N=CC(=C2)C3=CN(N=C3)C4CCNCC4)N. Drug 2: C1CCC(C1)C(CC#N)N2C=C(C=N2)C3=C4C=CNC4=NC=N3. Cell line: U251. Synergy scores: CSS=7.22, Synergy_ZIP=0.130, Synergy_Bliss=1.22, Synergy_Loewe=0.192, Synergy_HSA=1.12. (3) Drug 1: CC1=CC2C(CCC3(C2CCC3(C(=O)C)OC(=O)C)C)C4(C1=CC(=O)CC4)C. Synergy scores: CSS=3.99, Synergy_ZIP=-0.490, Synergy_Bliss=0.00642, Synergy_Loewe=-5.68, Synergy_HSA=-2.52. Drug 2: C1=CN(C=N1)CC(O)(P(=O)(O)O)P(=O)(O)O. Cell line: OVCAR3. (4) Drug 1: CC(C1=C(C=CC(=C1Cl)F)Cl)OC2=C(N=CC(=C2)C3=CN(N=C3)C4CCNCC4)N. Drug 2: CC1=C2C(C(=O)C3(C(CC4C(C3C(C(C2(C)C)(CC1OC(=O)C(C(C5=CC=CC=C5)NC(=O)C6=CC=CC=C6)O)O)OC(=O)C7=CC=CC=C7)(CO4)OC(=O)C)O)C)OC(=O)C. Cell line: NCIH23. Synergy scores: CSS=27.6, Synergy_ZIP=-3.12, Synergy_Bliss=0.0971, Synergy_Loewe=-15.9, Synergy_HSA=0.0990.